From a dataset of Forward reaction prediction with 1.9M reactions from USPTO patents (1976-2016). Predict the product of the given reaction. Given the reactants [F:1][C:2]([F:20])([F:19])[C:3]1[CH:4]=[C:5]([CH2:13][C:14](=[O:18])[C:15]([OH:17])=[O:16])[CH:6]=[C:7]([C:9]([F:12])([F:11])[F:10])[CH:8]=1.C(N(CC)CC)C.[OH-].[Na+].CC(OC)(C)C, predict the reaction product. The product is: [F:1][C:2]([F:19])([F:20])[C:3]1[CH:4]=[C:5]([CH2:13][C@@H:14]([OH:18])[C:15]([OH:17])=[O:16])[CH:6]=[C:7]([C:9]([F:12])([F:11])[F:10])[CH:8]=1.